From a dataset of Forward reaction prediction with 1.9M reactions from USPTO patents (1976-2016). Predict the product of the given reaction. (1) Given the reactants [CH3:1][O:2][C:3]1[CH:10]=[CH:9][C:8]([O:11][C:12]2[C:20]([CH3:21])=[CH:19][C:18]([N+:22]([O-:24])=[O:23])=[C:17]3[C:13]=2[CH2:14][CH2:15][CH2:16]3)=[CH:7][C:4]=1[CH:5]=O.[Br-].[CH3:26][O:27][C:28]1[CH:53]=[CH:52][CH:51]=[CH:50][C:29]=1[CH2:30][P+](C1C=CC=CC=1)(C1C=CC=CC=1)C1C=CC=CC=1, predict the reaction product. The product is: [CH3:1][O:2][C:3]1[CH:10]=[CH:9][C:8]([O:11][C:12]2[C:20]([CH3:21])=[CH:19][C:18]([N+:22]([O-:24])=[O:23])=[C:17]3[C:13]=2[CH2:14][CH2:15][CH2:16]3)=[CH:7][C:4]=1[CH:5]=[CH:30][C:29]1[CH:50]=[CH:51][CH:52]=[CH:53][C:28]=1[O:27][CH3:26]. (2) Given the reactants [CH3:1][N:2]1[CH:6]=[C:5](B2OC(C)(C)C(C)(C)O2)[CH:4]=[N:3]1.[Br:16][C:17]1[CH:26]=[C:25]2[C:20]([N:21]=[CH:22][C:23](Cl)=[N:24]2)=[CH:19][CH:18]=1.C(=O)([O-])[O-].[Cs+].[Cs+].O, predict the reaction product. The product is: [Br:16][C:17]1[CH:26]=[C:25]2[C:20]([N:21]=[CH:22][C:23]([C:5]3[CH:4]=[N:3][N:2]([CH3:1])[CH:6]=3)=[N:24]2)=[CH:19][CH:18]=1. (3) Given the reactants [Cl:1][C:2]1[CH:28]=[CH:27][CH:26]=[CH:25][C:3]=1[C:4]([NH:6][C:7]1[CH:12]=[CH:11][C:10]([C:13]2[N:17]([CH3:18])[N:16]=[C:15]([C:19]([F:22])([F:21])[F:20])[CH:14]=2)=[CH:9][C:8]=1[O:23]C)=[O:5].B(Br)(Br)Br, predict the reaction product. The product is: [Cl:1][C:2]1[CH:28]=[CH:27][CH:26]=[CH:25][C:3]=1[C:4]([NH:6][C:7]1[CH:12]=[CH:11][C:10]([C:13]2[N:17]([CH3:18])[N:16]=[C:15]([C:19]([F:20])([F:22])[F:21])[CH:14]=2)=[CH:9][C:8]=1[OH:23])=[O:5]. (4) Given the reactants Br[C:2]1[CH:3]=[CH:4][C:5]([F:28])=[C:6]([CH2:8][NH:9][C:10]([C@@H:12]2[CH2:16][C@@H:15]([F:17])[CH2:14][N:13]2[S:18]([C:21]2[CH:26]=[CH:25][C:24]([F:27])=[CH:23][CH:22]=2)(=[O:20])=[O:19])=[O:11])[CH:7]=1.[F:29][C:30]([F:41])([F:40])[C:31]1[CH:36]=[CH:35][C:34](B(O)O)=[CH:33][CH:32]=1.C(=O)([O-])[O-].[Cs+].[Cs+].O, predict the reaction product. The product is: [F:17][C@H:15]1[CH2:14][N:13]([S:18]([C:21]2[CH:26]=[CH:25][C:24]([F:27])=[CH:23][CH:22]=2)(=[O:20])=[O:19])[C@H:12]([C:10]([NH:9][CH2:8][C:6]2[CH:7]=[C:2]([C:34]3[CH:35]=[CH:36][C:31]([C:30]([F:41])([F:40])[F:29])=[CH:32][CH:33]=3)[CH:3]=[CH:4][C:5]=2[F:28])=[O:11])[CH2:16]1. (5) Given the reactants [C:1]([O:6][CH3:7])(=[O:5])[C:2]([CH3:4])=[CH2:3].[CH3:8][C:9]([C:11]([O:13][CH:14]1[C@@:19]2([CH3:23])[C:20]([CH3:22])([CH3:21])[C@H:16]([CH2:17][CH2:18]2)[CH2:15]1)=[O:12])=[CH2:10].[C:24]([OH:29])(=[O:28])[C:25]([CH3:27])=[CH2:26].N(C(C)(C)C(OC)=O)=NC(C)(C)C(OC)=O, predict the reaction product. The product is: [C:1]([O:6][CH3:7])(=[O:5])[C:2]([CH3:4])=[CH2:3].[CH3:10][C:9]([C:11]([O:13][CH:14]1[C@@:19]2([CH3:23])[C:20]([CH3:22])([CH3:21])[C@H:16]([CH2:17][CH2:18]2)[CH2:15]1)=[O:12])=[CH2:8].[C:24]([OH:29])(=[O:28])[C:25]([CH3:27])=[CH2:26]. (6) Given the reactants [CH3:1][CH2:2][O:3][C:4]([C:6]1[N:7](C(OC(C)(C)C)=O)[C:8]2[C:13]([CH:14]=1)=[CH:12][C:11]([O:15][CH3:16])=[C:10]([CH3:17])[CH:9]=2)=[O:5].FC(F)(F)C(O)=O, predict the reaction product. The product is: [CH2:2]([O:3][C:4]([C:6]1[NH:7][C:8]2[C:13]([CH:14]=1)=[CH:12][C:11]([O:15][CH3:16])=[C:10]([CH3:17])[CH:9]=2)=[O:5])[CH3:1]. (7) Given the reactants [CH2:1]([C:5]1[N:6]=[C:7]([CH3:27])[NH:8][C:9](=[O:26])[C:10]=1[CH2:11][C:12]1[CH:17]=[CH:16][C:15]([C:18]2[C:19]([C:24]#[N:25])=[CH:20][CH:21]=[CH:22][CH:23]=2)=[CH:14][CH:13]=1)[CH2:2][CH2:3][CH3:4].[H-].[Na+].Br[CH2:31][CH2:32][C:33]1[CH:38]=[CH:37][C:36]([F:39])=[CH:35][CH:34]=1.[Cl-].O[NH3+:42].[C:43](=[O:46])([O-])[OH:44].[Na+], predict the reaction product. The product is: [CH2:1]([C:5]1[N:6]=[C:7]([CH3:27])[N:8]([CH2:31][CH2:32][C:33]2[CH:38]=[CH:37][C:36]([F:39])=[CH:35][CH:34]=2)[C:9](=[O:26])[C:10]=1[CH2:11][C:12]1[CH:17]=[CH:16][C:15]([C:18]2[CH:23]=[CH:22][CH:21]=[CH:20][C:19]=2[C:24]2[NH:42][C:43](=[O:46])[O:44][N:25]=2)=[CH:14][CH:13]=1)[CH2:2][CH2:3][CH3:4].